This data is from Forward reaction prediction with 1.9M reactions from USPTO patents (1976-2016). The task is: Predict the product of the given reaction. Given the reactants Br[C:2]1[S:6][N:5]=[CH:4][C:3]=1[N+:7]([O-:9])=[O:8].[F:10][C:11]([F:27])([F:26])[C@H:12]1[CH2:17][NH:16][CH2:15][C@@H:14]([NH:18][C:19](=[O:25])[O:20][C:21]([CH3:24])([CH3:23])[CH3:22])[CH2:13]1.CCN(C(C)C)C(C)C, predict the reaction product. The product is: [N+:7]([C:3]1[CH:4]=[N:5][S:6][C:2]=1[N:16]1[CH2:17][C@H:12]([C:11]([F:27])([F:26])[F:10])[CH2:13][C@H:14]([NH:18][C:19](=[O:25])[O:20][C:21]([CH3:23])([CH3:22])[CH3:24])[CH2:15]1)([O-:9])=[O:8].